The task is: Predict the product of the given reaction.. This data is from Forward reaction prediction with 1.9M reactions from USPTO patents (1976-2016). (1) Given the reactants C(Cl)(=O)C(Cl)=O.[CH3:7][C:8]1[C:12]([C:13]([OH:15])=O)=[CH:11][O:10][N:9]=1.[Cl:16][C:17]1[C:18]([NH2:24])=[N:19][C:20]([NH2:23])=[CH:21][N:22]=1, predict the reaction product. The product is: [NH2:24][C:18]1[N:19]=[C:20]([NH:23][C:13]([C:12]2[C:8]([CH3:7])=[N:9][O:10][CH:11]=2)=[O:15])[CH:21]=[N:22][C:17]=1[Cl:16]. (2) Given the reactants [C:1]12([C:11]3[C:12]([OH:32])=[CH:13][C:14]([OH:31])=[C:15]([CH:30]=3)[C:16]([NH:18][CH2:19][C:20]3[CH:25]=[C:24]([O:26][CH3:27])[CH:23]=[C:22]([O:28]C)[CH:21]=3)=[O:17])[CH2:10][CH:5]3[CH2:6][CH:7]([CH2:9][CH:3]([CH2:4]3)[CH2:2]1)[CH2:8]2.B(Br)(Br)Br.CO, predict the reaction product. The product is: [C:1]12([C:11]3[C:12]([OH:32])=[CH:13][C:14]([OH:31])=[C:15]([CH:30]=3)[C:16]([NH:18][CH2:19][C:20]3[CH:25]=[C:24]([O:26][CH3:27])[CH:23]=[C:22]([OH:28])[CH:21]=3)=[O:17])[CH2:8][CH:7]3[CH2:9][CH:3]([CH2:4][CH:5]([CH2:6]3)[CH2:10]1)[CH2:2]2.